From a dataset of Forward reaction prediction with 1.9M reactions from USPTO patents (1976-2016). Predict the product of the given reaction. (1) Given the reactants [CH3:1][C:2]([C:10]1[N:11]=[CH:12][O:13][CH:14]=1)([C:4]1[CH:9]=[CH:8][CH:7]=[CH:6][CH:5]=1)[CH3:3].[Cl:15][S:16](O)(=[O:18])=[O:17], predict the reaction product. The product is: [CH3:3][C:2]([C:4]1[CH:9]=[CH:8][C:7]([S:16]([Cl:15])(=[O:18])=[O:17])=[CH:6][CH:5]=1)([C:10]1[N:11]=[CH:12][O:13][CH:14]=1)[CH3:1]. (2) Given the reactants Cl[C:2]1[C:11]2[C:6](=[CH:7][CH:8]=[CH:9][CH:10]=2)[N:5]=[CH:4][CH:3]=1.[Cl:12][C:13]1[CH:20]=[CH:19][C:16]([NH:17][CH3:18])=[CH:15][CH:14]=1.[OH-].[Na+], predict the reaction product. The product is: [Cl:12][C:13]1[CH:20]=[CH:19][C:16]([N:17]([C:2]2[C:11]3[C:6](=[CH:7][CH:8]=[CH:9][CH:10]=3)[N:5]=[CH:4][CH:3]=2)[CH3:18])=[CH:15][CH:14]=1. (3) Given the reactants C(=O)([O-])[O-].[K+].[K+].[C:7]1(B(O)O)[CH:12]=[CH:11][CH:10]=[CH:9][CH:8]=1.Br[C:17]1[CH:22]=[C:21]([F:23])[CH:20]=[CH:19][C:18]=1[CH3:24].C(OCC)(=O)C, predict the reaction product. The product is: [F:23][C:21]1[CH:22]=[C:17]([C:7]2[CH:12]=[CH:11][CH:10]=[CH:9][CH:8]=2)[C:18]([CH3:24])=[CH:19][CH:20]=1. (4) Given the reactants [Cl-].[Cl-].[Cl-].[Al+3].[F:5][C:6]1[C:15]2[C:10](=[CH:11][CH:12]=[CH:13][CH:14]=2)[C:9]([S:16](Cl)(=[O:18])=[O:17])=[CH:8][CH:7]=1.O, predict the reaction product. The product is: [F:5][C:6]1[C:15]2[C:10](=[CH:11][CH:12]=[CH:13][CH:14]=2)[C:9]([S:16]([C:6]2[CH:15]=[CH:10][CH:9]=[CH:8][CH:7]=2)(=[O:18])=[O:17])=[CH:8][CH:7]=1.